This data is from Reaction yield outcomes from USPTO patents with 853,638 reactions. The task is: Predict the reaction yield, written as a fraction of the theoretical maximum amount of product (1.0 means a 100% yield; for example, 0.34 means a 34% yield). (1) The yield is 0.0700. The catalyst is O. The product is [F:11][C:12]([N:17]1[CH:21]=[CH:20][N:19]=[CH:18]1)=[C:13]([F:15])[F:14]. The reactants are C1(C(F)(F)F)C=CC=CC=1.[F:11][C:12]([N:17]1[CH:21]=[CH:20][N:19]=[CH:18]1)(F)[CH:13]([F:15])[F:14]. (2) The reactants are [F:1][CH:2]([F:8])[CH2:3][O:4][CH2:5][CH2:6][OH:7].[C:9]1([CH3:19])[CH:14]=[CH:13][C:12]([S:15](Cl)(=[O:17])=[O:16])=[CH:11][CH:10]=1. The catalyst is CN(C1C=CN=CC=1)C.ClCCl. The product is [CH3:19][C:9]1[CH:14]=[CH:13][C:12]([S:15]([O:7][CH2:6][CH2:5][O:4][CH2:3][CH:2]([F:8])[F:1])(=[O:17])=[O:16])=[CH:11][CH:10]=1. The yield is 0.190. (3) The reactants are [CH:1]1([S:4]([C:6]2[CH:11]=[CH:10][C:9]([N+:12]([O-:14])=[O:13])=[CH:8][CH:7]=2)=[O:5])[CH2:3][CH2:2]1.[F:15][C:16]([F:21])([F:20])[C:17]([NH2:19])=[O:18].C(O)(=O)C.C(O)(=O)C.IC1C=CC=CC=1.[O-2].[Mg+2]. The catalyst is C(Cl)Cl.CC([O-])=O.CC([O-])=O.CC([O-])=O.CC([O-])=O.[Rh+2].[Rh+2]. The product is [CH:1]1([S:4]([C:6]2[CH:11]=[CH:10][C:9]([N+:12]([O-:14])=[O:13])=[CH:8][CH:7]=2)(=[N:19][C:17](=[O:18])[C:16]([F:21])([F:20])[F:15])=[O:5])[CH2:3][CH2:2]1. The yield is 0.780. (4) The reactants are [F:1][C:2]1[CH:7]=[CH:6][C:5]([S:8][C:9]2[N:10]=[N:11][C:12]([O:15]C)=[CH:13][CH:14]=2)=[CH:4][CH:3]=1.Cl. No catalyst specified. The product is [F:1][C:2]1[CH:7]=[CH:6][C:5]([S:8][C:9]2[CH:14]=[CH:13][C:12](=[O:15])[NH:11][N:10]=2)=[CH:4][CH:3]=1. The yield is 0.650. (5) The reactants are [CH3:1][O:2][C:3]([N:5]1[CH2:10][CH2:9][CH:8]([C:11]2[C:12]3[CH:22]=[CH:21][C:20]([C:23]([F:26])([F:25])[F:24])=[CH:19][C:13]=3[S:14][C:15]=2C(O)=O)[CH2:7][CH2:6]1)=[O:4]. The catalyst is N1C2C(=CC=CC=2)C=CC=1.CCOC(C)=O.[Cu]. The product is [CH3:1][O:2][C:3]([N:5]1[CH2:6][CH2:7][CH:8]([C:11]2[C:12]3[CH:22]=[CH:21][C:20]([C:23]([F:26])([F:24])[F:25])=[CH:19][C:13]=3[S:14][CH:15]=2)[CH2:9][CH2:10]1)=[O:4]. The yield is 0.820. (6) The reactants are CN(C(ON1N=NC2C=CC=NC1=2)=[N+](C)C)C.F[P-](F)(F)(F)(F)F.[CH2:25]([O:32][N:33]1[C:39](=[O:40])[N:38]2[CH2:41][C@H:34]1[CH2:35][CH2:36][C@H:37]2[C:42]([OH:44])=O)[C:26]1[CH:31]=[CH:30][CH:29]=[CH:28][CH:27]=1.[NH:45]([C:47]([O:49][C:50]([CH3:53])([CH3:52])[CH3:51])=[O:48])[NH2:46].CCN(C(C)C)C(C)C. The catalyst is C(Cl)Cl. The product is [CH2:25]([O:32][N:33]1[C:39](=[O:40])[N:38]2[CH2:41][C@H:34]1[CH2:35][CH2:36][C@H:37]2[C:42]([NH:46][NH:45][C:47]([O:49][C:50]([CH3:53])([CH3:52])[CH3:51])=[O:48])=[O:44])[C:26]1[CH:27]=[CH:28][CH:29]=[CH:30][CH:31]=1. The yield is 0.850. (7) The reactants are [F:1][C:2]1[CH:10]=[C:9]2[C:5]([CH2:6][CH2:7][N:8]2[C:11]([O:13][C:14]([CH3:17])([CH3:16])[CH3:15])=[O:12])=[CH:4][CH:3]=1.CN(CCN(C)C)C.[Li]C(CC)C.[C:31](=[O:33])=[O:32]. The catalyst is CCOCC.O. The product is [CH3:15][C:14]([O:13][C:11]([N:8]1[C:9]2[C:5](=[CH:4][CH:3]=[C:2]([F:1])[C:10]=2[C:31]([OH:33])=[O:32])[CH2:6][CH2:7]1)=[O:12])([CH3:17])[CH3:16]. The yield is 0.770.